Dataset: Full USPTO retrosynthesis dataset with 1.9M reactions from patents (1976-2016). Task: Predict the reactants needed to synthesize the given product. (1) The reactants are: [Cl:1][C:2]1[CH:7]=[CH:6][C:5]([CH:8]2[CH2:13][C:12](=[O:14])[NH:11][C:10]([CH3:15])=[C:9]2[C:16]([OH:18])=O)=[C:4]([F:19])[CH:3]=1.[Cl:20][C:21]1[C:29]2[C:24](=[CH:25][CH:26]=[C:27]([NH2:30])[CH:28]=2)[NH:23][N:22]=1.N=C=N. Given the product [Cl:1][C:2]1[CH:7]=[CH:6][C:5]([CH:8]2[CH2:13][C:12](=[O:14])[NH:11][C:10]([CH3:15])=[C:9]2[C:16]([NH:30][C:27]2[CH:28]=[C:29]3[C:24](=[CH:25][CH:26]=2)[NH:23][N:22]=[C:21]3[Cl:20])=[O:18])=[C:4]([F:19])[CH:3]=1, predict the reactants needed to synthesize it. (2) Given the product [CH3:18][Si:2]([CH3:1])([CH3:19])[CH2:3][CH2:4][O:5][CH2:6][N:7]1[C:11]([CH2:12][C:13]([OH:15])=[O:14])=[N:10][N:9]=[N:8]1, predict the reactants needed to synthesize it. The reactants are: [CH3:1][Si:2]([CH3:19])([CH3:18])[CH2:3][CH2:4][O:5][CH2:6][N:7]1[C:11]([CH2:12][C:13]([O:15]CC)=[O:14])=[N:10][N:9]=[N:8]1.[Li+].[OH-]. (3) Given the product [CH2:1]([NH:8][CH2:9][CH:10]1[O:11][C:12]2=[C:19]3[C:18](=[CH:17][CH:16]=[C:13]2[O:14][CH2:15]1)[NH:25][C:21](=[O:22])[CH2:20]3)[C:2]1[CH:7]=[CH:6][CH:5]=[CH:4][CH:3]=1, predict the reactants needed to synthesize it. The reactants are: [CH2:1]([NH:8][CH2:9][CH:10]1[CH2:15][O:14][C:13]2[CH:16]=[CH:17][C:18]([N+:25]([O-])=O)=[C:19]([CH2:20][C:21](OC)=[O:22])[C:12]=2[O:11]1)[C:2]1[CH:7]=[CH:6][CH:5]=[CH:4][CH:3]=1. (4) Given the product [F:1][C:2]([F:21])([F:20])[O:3][C:4]1[CH:5]=[C:6]2[C:14](=[CH:15][CH:16]=1)[NH:13][C:12]1[CH2:11][CH2:10][CH:9]([C:17]([NH2:24])=[O:18])[CH2:8][C:7]2=1, predict the reactants needed to synthesize it. The reactants are: [F:1][C:2]([F:21])([F:20])[O:3][C:4]1[CH:5]=[C:6]2[C:14](=[CH:15][CH:16]=1)[NH:13][C:12]1[CH2:11][CH2:10][CH:9]([C:17](O)=[O:18])[CH2:8][C:7]2=1.C(N1C=CN=C1)([N:24]1C=CN=C1)=O. (5) Given the product [N:13]1[CH:14]=[CH:15][CH:16]=[C:11]([C:9]2[CH:8]=[CH:7][NH:6][C:5](=[O:17])[N:10]=2)[CH:12]=1, predict the reactants needed to synthesize it. The reactants are: CS([C:5]1[N:10]=[C:9]([C:11]2[CH:12]=[N:13][CH:14]=[CH:15][CH:16]=2)[CH:8]=[CH:7][N:6]=1)(=O)=O.[O:17]1CCOCC1. (6) Given the product [CH3:17][O:16][N:15]([CH3:14])[C:10]([C:8]1[CH:7]=[N:6][N:5]([C:1]([CH3:4])([CH3:3])[CH3:2])[CH:9]=1)=[O:12], predict the reactants needed to synthesize it. The reactants are: [C:1]([N:5]1[CH:9]=[C:8]([C:10]([OH:12])=O)[CH:7]=[N:6]1)([CH3:4])([CH3:3])[CH3:2].Cl.[CH3:14][NH:15][O:16][CH3:17].Cl.CN(C)CCCN=C=NCC.OS1C2C=CC=CC=2N=C1.C(N(CC)CC)C. (7) Given the product [Br:18][C:19]1[CH:20]=[CH:21][C:22]2[O:26][C:25]([C:27](=[O:29])[NH2:28])=[C:24]([NH:30][C:31]([C:15]3[CH:16]=[CH:17][C:9]([NH:8][C:6](=[O:7])[O:5][C:1]([CH3:2])([CH3:3])[CH3:4])=[CH:10][CH:11]=3)=[O:32])[C:23]=2[CH:44]=1, predict the reactants needed to synthesize it. The reactants are: [C:1]([O:5][C:6]([NH:8][C:9]1[CH:10]=[C:11]([CH:15]=[CH:16][CH:17]=1)C(O)=O)=[O:7])([CH3:4])([CH3:3])[CH3:2].[Br:18][C:19]1[CH:20]=[CH:21][C:22]2[O:26][C:25]([C:27](=[O:29])[NH2:28])=[C:24]([NH:30][C:31](C3CN(C(OC(C)(C)C)=O)C3)=[O:32])[C:23]=2[CH:44]=1.C(N1CC(C(O)=O)C1)(OC(C)(C)C)=O. (8) Given the product [CH3:1][O:2][C:3](=[O:29])[C:4]1[CH:9]=[CH:8][C:7]([Cl:10])=[CH:6][C:5]=1[N:11]([S:19]([C:22]1[CH:23]=[CH:24][C:25]([O:28][CH2:43][CH2:42][C:32]2[N:33]=[C:34]([C:36]3[CH:41]=[CH:40][CH:39]=[CH:38][CH:37]=3)[O:35][C:31]=2[CH3:30])=[CH:26][CH:27]=1)(=[O:21])=[O:20])[C:12]([O:14][C:15]([CH3:18])([CH3:16])[CH3:17])=[O:13], predict the reactants needed to synthesize it. The reactants are: [CH3:1][O:2][C:3](=[O:29])[C:4]1[CH:9]=[CH:8][C:7]([Cl:10])=[CH:6][C:5]=1[N:11]([S:19]([C:22]1[CH:27]=[CH:26][C:25]([OH:28])=[CH:24][CH:23]=1)(=[O:21])=[O:20])[C:12]([O:14][C:15]([CH3:18])([CH3:17])[CH3:16])=[O:13].[CH3:30][C:31]1[O:35][C:34]([C:36]2[CH:41]=[CH:40][CH:39]=[CH:38][CH:37]=2)=[N:33][C:32]=1[CH2:42][CH2:43]OS(C)(=O)=O.C(=O)([O-])[O-].[Cs+].[Cs+]. (9) Given the product [C:23]([C:26]1[C:31]2[S:32][C:33]([C:36]([NH:38][C:39]3[CH:48]=[CH:47][C:46]4[C:45]([C:49]([NH:15][N:14]5[CH2:18][CH2:19][CH2:20][CH2:21]5)=[O:51])=[CH:44][CH:43]=[CH:42][C:41]=4[N:40]=3)=[O:37])=[C:34]([CH3:35])[C:30]=2[C:29]([CH2:52][O:53][CH3:54])=[CH:28][CH:27]=1)(=[O:25])[CH3:24], predict the reactants needed to synthesize it. The reactants are: Cl.C(N=C=NCCCN(C)C)C.O[N:14]1[C:18]2[CH:19]=[CH:20][CH:21]=CC=2N=[N:15]1.[C:23]([C:26]1[C:31]2[S:32][C:33]([C:36]([NH:38][C:39]3[CH:48]=[CH:47][C:46]4[C:45]([C:49]([OH:51])=O)=[CH:44][CH:43]=[CH:42][C:41]=4[N:40]=3)=[O:37])=[C:34]([CH3:35])[C:30]=2[C:29]([CH2:52][O:53][CH3:54])=[CH:28][CH:27]=1)(=[O:25])[CH3:24].Cl.N1(N)CCCC1.